This data is from Full USPTO retrosynthesis dataset with 1.9M reactions from patents (1976-2016). The task is: Predict the reactants needed to synthesize the given product. (1) Given the product [Cl:8][C:7]1[C:2]([C:18]2[CH:19]=[CH:20][C:21]([N:24]3[CH2:25][CH2:26][NH:27][CH2:28][CH2:29]3)=[CH:22][CH:23]=2)=[CH:3][C:4]([OH:9])=[CH:5][CH:6]=1, predict the reactants needed to synthesize it. The reactants are: Br[C:2]1[CH:3]=[C:4]([OH:9])[CH:5]=[CH:6][C:7]=1[Cl:8].CC1(C)C(C)(C)OB([C:18]2[CH:23]=[CH:22][C:21]([N:24]3[CH2:29][CH2:28][NH:27][CH2:26][CH2:25]3)=[CH:20][CH:19]=2)O1.O1CCOCC1. (2) Given the product [C:6]([C@@:18]([C:13]1[CH:14]=[C:15]([Cl:17])[CH:16]=[C:11]([Cl:10])[CH:12]=1)([C:37]([F:40])([F:39])[F:38])[CH2:19][C:20]([C:22]1[CH:35]=[CH:34][C:25]([C:26]([NH:28][C:29]2([CH3:33])[CH2:32][S:31][CH2:30]2)=[O:27])=[C:24]([CH3:36])[CH:23]=1)=[O:21])#[N:7], predict the reactants needed to synthesize it. The reactants are: [C-]#N.[K+].CC(C)(O)[C:6]#[N:7].[Cl:10][C:11]1[CH:12]=[C:13](/[C:18](/[C:37]([F:40])([F:39])[F:38])=[CH:19]\[C:20]([C:22]2[CH:35]=[CH:34][C:25]([C:26]([NH:28][C:29]3([CH3:33])[CH2:32][S:31][CH2:30]3)=[O:27])=[C:24]([CH3:36])[CH:23]=2)=[O:21])[CH:14]=[C:15]([Cl:17])[CH:16]=1.O. (3) Given the product [Cl:3][C:4]1[CH:5]=[C:6]([C:10]2[C:15]3[N:16]([CH2:31][C@H:32]4[CH2:33][CH2:34][C@H:35]([CH3:38])[CH2:36][CH2:37]4)[C:17]([N:19]4[CH2:24][CH2:23][O:22][CH2:21][C@H:20]4[C:25]4[CH:26]=[CH:27][CH:28]=[CH:29][CH:30]=4)=[N:18][C:14]=3[CH:13]=[C:12]([C:39]([NH:1][NH2:2])=[O:41])[N:11]=2)[CH:7]=[N:8][CH:9]=1, predict the reactants needed to synthesize it. The reactants are: [NH2:1][NH2:2].[Cl:3][C:4]1[CH:5]=[C:6]([C:10]2[C:15]3[N:16]([CH2:31][C@H:32]4[CH2:37][CH2:36][C@H:35]([CH3:38])[CH2:34][CH2:33]4)[C:17]([N:19]4[CH2:24][CH2:23][O:22][CH2:21][C@H:20]4[C:25]4[CH:30]=[CH:29][CH:28]=[CH:27][CH:26]=4)=[N:18][C:14]=3[CH:13]=[C:12]([C:39]([O:41]C)=O)[N:11]=2)[CH:7]=[N:8][CH:9]=1. (4) Given the product [F:1][C:2]1[CH:7]=[CH:6][C:5]([C:8]2[CH:22]=[C:21]([CH2:23][NH:30][CH3:29])[CH:20]=[CH:19][C:9]=2[O:10][CH2:11][C:12]([O:14][C:15]([CH3:18])([CH3:17])[CH3:16])=[O:13])=[CH:4][C:3]=1[S:25]([CH3:28])(=[O:27])=[O:26], predict the reactants needed to synthesize it. The reactants are: [F:1][C:2]1[CH:7]=[CH:6][C:5]([C:8]2[CH:22]=[C:21]([CH:23]=O)[CH:20]=[CH:19][C:9]=2[O:10][CH2:11][C:12]([O:14][C:15]([CH3:18])([CH3:17])[CH3:16])=[O:13])=[CH:4][C:3]=1[S:25]([CH3:28])(=[O:27])=[O:26].[CH3:29][NH2:30].C1COCC1.[BH4-].[Na+]. (5) The reactants are: [NH:1]1[CH2:4][CH:3]([N:5]2[CH2:10][CH2:9][N:8]([CH3:11])[CH2:7][CH2:6]2)[CH2:2]1.Br[C:13]1[C:14]([Cl:40])=[C:15]([N:23]([CH2:31][C:32]2[CH:37]=[CH:36][C:35]([O:38][CH3:39])=[CH:34][CH:33]=2)[C:24](=[O:30])[O:25][C:26]([CH3:29])([CH3:28])[CH3:27])[CH:16]=[C:17]([O:19][CH:20]([F:22])[F:21])[CH:18]=1.C(=O)([O-])[O-].[Cs+].[Cs+].C1C=CC(P(C2C(C3C(P(C4C=CC=CC=4)C4C=CC=CC=4)=CC=C4C=3C=CC=C4)=C3C(C=CC=C3)=CC=2)C2C=CC=CC=2)=CC=1. Given the product [Cl:40][C:14]1[C:13]([N:1]2[CH2:4][CH:3]([N:5]3[CH2:10][CH2:9][N:8]([CH3:11])[CH2:7][CH2:6]3)[CH2:2]2)=[CH:18][C:17]([O:19][CH:20]([F:22])[F:21])=[CH:16][C:15]=1[N:23]([CH2:31][C:32]1[CH:33]=[CH:34][C:35]([O:38][CH3:39])=[CH:36][CH:37]=1)[C:24](=[O:30])[O:25][C:26]([CH3:29])([CH3:28])[CH3:27], predict the reactants needed to synthesize it. (6) Given the product [OH:41][CH2:40][CH:39]([NH:38][CH2:2][CH2:3][CH2:4][S:5]([N:8]1[CH2:13][CH2:12][CH:11]([C:14]2[C:22]3[C:17](=[C:18]([C:29]([NH2:31])=[O:30])[CH:19]=[C:20]([C:23]4[CH:28]=[CH:27][CH:26]=[CH:25][CH:24]=4)[CH:21]=3)[NH:16][N:15]=2)[CH2:10][CH2:9]1)(=[O:7])=[O:6])[CH2:42][OH:43], predict the reactants needed to synthesize it. The reactants are: Cl[CH2:2][CH2:3][CH2:4][S:5]([N:8]1[CH2:13][CH2:12][CH:11]([C:14]2[C:22]3[C:17](=[C:18]([C:29]([NH2:31])=[O:30])[CH:19]=[C:20]([C:23]4[CH:28]=[CH:27][CH:26]=[CH:25][CH:24]=4)[CH:21]=3)[NH:16][N:15]=2)[CH2:10][CH2:9]1)(=[O:7])=[O:6].C([O-])([O-])=O.[K+].[K+].[NH2:38][CH:39]([CH2:42][OH:43])[CH2:40][OH:41].[I-].[Na+].